Dataset: Peptide-MHC class I binding affinity with 185,985 pairs from IEDB/IMGT. Task: Regression. Given a peptide amino acid sequence and an MHC pseudo amino acid sequence, predict their binding affinity value. This is MHC class I binding data. (1) The peptide sequence is FTMRLLSPV. The MHC is Mamu-A02 with pseudo-sequence Mamu-A02. The binding affinity (normalized) is 1.00. (2) The peptide sequence is LLDDFVEII. The MHC is HLA-A02:02 with pseudo-sequence HLA-A02:02. The binding affinity (normalized) is 0.546. (3) The peptide sequence is LLDCIMFQS. The MHC is HLA-A02:01 with pseudo-sequence HLA-A02:01. The binding affinity (normalized) is 0.451. (4) The peptide sequence is REFYLRVGF. The MHC is HLA-A02:01 with pseudo-sequence HLA-A02:01. The binding affinity (normalized) is 0.0847. (5) The MHC is HLA-A11:01 with pseudo-sequence HLA-A11:01. The binding affinity (normalized) is 0.128. The peptide sequence is VLYYHMMKD. (6) The MHC is HLA-A68:01 with pseudo-sequence HLA-A68:01. The binding affinity (normalized) is 0.198. The peptide sequence is IVTMFEALPH.